Dataset: Reaction yield outcomes from USPTO patents with 853,638 reactions. Task: Predict the reaction yield, written as a fraction of the theoretical maximum amount of product (1.0 means a 100% yield; for example, 0.34 means a 34% yield). The reactants are [CH3:1][N:2]([CH3:19])[C:3](=[O:18])[C@H:4]([O:6][C:7]1[CH:16]=[CH:15][CH:14]=[C:13]2[C:8]=1[C:9](=O)[NH:10][CH:11]=[N:12]2)[CH3:5].[S:20]1[CH:24]=[CH:23][N:22]=[C:21]1[CH2:25][N:26]1[C:34]2[C:29](=[CH:30][C:31]([NH2:35])=[CH:32][CH:33]=2)[CH:28]=[N:27]1. No catalyst specified. The product is [CH3:1][N:2]([CH3:19])[C:3](=[O:18])[C@H:4]([O:6][C:7]1[CH:16]=[CH:15][CH:14]=[C:13]2[C:8]=1[C:9]([NH:35][C:31]1[CH:30]=[C:29]3[C:34](=[CH:33][CH:32]=1)[N:26]([CH2:25][C:21]1[S:20][CH:24]=[CH:23][N:22]=1)[N:27]=[CH:28]3)=[N:10][CH:11]=[N:12]2)[CH3:5]. The yield is 0.770.